This data is from Reaction yield outcomes from USPTO patents with 853,638 reactions. The task is: Predict the reaction yield, written as a fraction of the theoretical maximum amount of product (1.0 means a 100% yield; for example, 0.34 means a 34% yield). The reactants are [NH2:1][C:2]1[N:6]([CH3:7])[N:5]=[CH:4][C:3]=1[C:8]1[CH:13]=[CH:12][C:11]([C:14]2[CH:19]=[CH:18][C:17]([C:20]3([C:23]([O:25][CH2:26][CH3:27])=[O:24])[CH2:22][CH2:21]3)=[CH:16][CH:15]=2)=[CH:10][CH:9]=1.Cl[C:29](Cl)([O:31]C(=O)OC(Cl)(Cl)Cl)Cl.[C:40]1([C@H:46]([OH:48])[CH3:47])[CH:45]=[CH:44][CH:43]=[CH:42][CH:41]=1. The catalyst is C(Cl)Cl.C1(C)C=CC=CC=1. The product is [CH2:26]([O:25][C:23]([C:20]1([C:17]2[CH:18]=[CH:19][C:14]([C:11]3[CH:10]=[CH:9][C:8]([C:3]4[CH:4]=[N:5][N:6]([CH3:7])[C:2]=4[NH:1][C:29]([O:48][C@@H:46]([C:40]4[CH:45]=[CH:44][CH:43]=[CH:42][CH:41]=4)[CH3:47])=[O:31])=[CH:13][CH:12]=3)=[CH:15][CH:16]=2)[CH2:21][CH2:22]1)=[O:24])[CH3:27]. The yield is 0.716.